From a dataset of Full USPTO retrosynthesis dataset with 1.9M reactions from patents (1976-2016). Predict the reactants needed to synthesize the given product. (1) Given the product [CH3:20][C:21]1[S:22][C:23]([C:29]2[CH:30]=[C:31]([CH3:35])[CH:32]=[CH:33][CH:34]=2)=[C:24]([C:26]([N:2]2[C@H:3]([CH2:7][NH:8][C:9]([C:11]3[N:18]4[C:14]([S:15][CH:16]=[CH:17]4)=[N:13][C:12]=3[CH3:19])=[O:10])[CH2:4][C@H:5]3[C@@H:1]2[CH2:6]3)=[O:27])[N:25]=1, predict the reactants needed to synthesize it. The reactants are: [C@H:1]12[CH2:6][C@H:5]1[CH2:4][C@@H:3]([CH2:7][NH:8][C:9]([C:11]1[N:18]3[C:14]([S:15][CH:16]=[CH:17]3)=[N:13][C:12]=1[CH3:19])=[O:10])[NH:2]2.[CH3:20][C:21]1[S:22][C:23]([C:29]2[CH:30]=[C:31]([CH3:35])[CH:32]=[CH:33][CH:34]=2)=[C:24]([C:26](O)=[O:27])[N:25]=1. (2) Given the product [F:20][C:21]1[CH:26]=[CH:25][C:24]([NH:27][C:28](=[O:34])[O:29][C:30]([CH3:31])([CH3:33])[CH3:32])=[C:23]([NH:35][C:8]2[N:13]=[C:12]([S:14][C:15]#[N:16])[C:11]([N+:17]([O-:19])=[O:18])=[CH:10][N:9]=2)[CH:22]=1, predict the reactants needed to synthesize it. The reactants are: C(=O)([O-])[O-].[K+].[K+].Cl[C:8]1[N:13]=[C:12]([S:14][C:15]#[N:16])[C:11]([N+:17]([O-:19])=[O:18])=[CH:10][N:9]=1.[F:20][C:21]1[CH:26]=[CH:25][C:24]([NH:27][C:28](=[O:34])[O:29][C:30]([CH3:33])([CH3:32])[CH3:31])=[C:23]([N+:35]([O-])=O)[CH:22]=1. (3) Given the product [Cl:1][C:2]1[CH:10]=[CH:9][C:8]2[N:7]([CH2:11][CH2:12][C:13]([N:23]3[CH2:27][CH2:26][CH2:25][CH2:24]3)=[O:15])[C:6]3[CH2:18][CH2:19][N:20]([CH3:22])[CH2:21][C:5]=3[C:4]=2[CH:3]=1, predict the reactants needed to synthesize it. The reactants are: [Cl:1][C:2]1[CH:10]=[CH:9][C:8]2[N:7]([CH2:11][CH2:12][C:13]([O:15]CC)=O)[C:6]3[CH2:18][CH2:19][N:20]([CH3:22])[CH2:21][C:5]=3[C:4]=2[CH:3]=1.[NH:23]1[CH2:27][CH2:26][CH2:25][CH2:24]1. (4) Given the product [Cl:1][C:2]1[CH:3]=[CH:4][C:5]([CH2:8][CH2:9][N:10]([CH2:16][O:23][CH3:20])[CH2:11][Si:12]([CH3:14])([CH3:13])[CH3:15])=[CH:6][CH:7]=1, predict the reactants needed to synthesize it. The reactants are: [Cl:1][C:2]1[CH:7]=[CH:6][C:5]([CH2:8][CH2:9][NH:10][CH2:11][Si:12]([CH3:15])([CH3:14])[CH3:13])=[CH:4][CH:3]=1.[CH2:16]=O.CO.[C:20]([O-:23])([O-])=O.[K+].[K+]. (5) Given the product [O:21]1[CH2:22][CH2:23][N:18]([CH2:2][C:3]2[CH:11]=[CH:10][C:6]([C:7]([O:9][CH3:12])=[O:8])=[CH:5][CH:4]=2)[CH2:19][CH2:20]1, predict the reactants needed to synthesize it. The reactants are: Br[CH2:2][C:3]1[CH:11]=[CH:10][C:6]([C:7]([OH:9])=[O:8])=[CH:5][CH:4]=1.[C:12](=O)([O-])[O-].[K+].[K+].[NH:18]1[CH2:23][CH2:22][O:21][CH2:20][CH2:19]1.